From a dataset of Forward reaction prediction with 1.9M reactions from USPTO patents (1976-2016). Predict the product of the given reaction. (1) Given the reactants C[S:2]([C:4]1[N:5]=[N:6][C:7]([N:10]2[CH2:15][CH2:14][CH:13]([O:16][C:17]3[CH:22]=[CH:21][CH:20]=[CH:19][C:18]=3[C:23]([F:26])([F:25])[F:24])[CH2:12][CH2:11]2)=[CH:8][CH:9]=1)=[O:3].CC([O-])=O.[Na+].C(O[O-])(=O)C1C(=CC=CC=1)C([O-])=O.[Mg+2].[OH-:46].[Na+].[NH3:48], predict the reaction product. The product is: [F:24][C:23]([F:25])([F:26])[C:18]1[CH:19]=[CH:20][CH:21]=[CH:22][C:17]=1[O:16][CH:13]1[CH2:12][CH2:11][N:10]([C:7]2[N:6]=[N:5][C:4]([S:2]([NH2:48])(=[O:46])=[O:3])=[CH:9][CH:8]=2)[CH2:15][CH2:14]1. (2) Given the reactants [OH:1][C:2]1[CH:7]=[CH:6][C:5]([C:8]2[CH:9]=[C:10]3[C:15](=[CH:16][CH:17]=2)[N:14]=[C:13]([C:18]([O:20][CH3:21])=[O:19])[CH:12]=[CH:11]3)=[CH:4][CH:3]=1.[Cl:22][C:23]1[CH:24]=[N:25][CH:26]=[C:27]([Cl:39])[C:28]=1[C:29]1[C:33]([CH2:34]O)=[C:32]([CH:36]([CH3:38])[CH3:37])[O:31][N:30]=1.C1(P(C2C=CC=CC=2)C2C=CC=CC=2)C=CC=CC=1.N(C(OC(C)C)=O)=NC(OC(C)C)=O, predict the reaction product. The product is: [Cl:39][C:27]1[CH:26]=[N:25][CH:24]=[C:23]([Cl:22])[C:28]=1[C:29]1[C:33]([CH2:34][O:1][C:2]2[CH:7]=[CH:6][C:5]([C:8]3[CH:9]=[C:10]4[C:15](=[CH:16][CH:17]=3)[N:14]=[C:13]([C:18]([O:20][CH3:21])=[O:19])[CH:12]=[CH:11]4)=[CH:4][CH:3]=2)=[C:32]([CH:36]([CH3:37])[CH3:38])[O:31][N:30]=1. (3) Given the reactants C[C:2]1[NH:3][CH:4]=[CH:5][C:6]=1[C:7]([O:9][CH2:10][CH3:11])=[O:8].N1[CH:16]=[CH:15][C:14]([C:17]([O:19]CC)=[O:18])=[CH:13]1.Br[C:23]1C=C(Cl)C=CC=1C=O.BrC1C(C=O)=C[C:36]2[O:40][CH2:39][O:38][C:37]=2C=1, predict the reaction product. The product is: [CH2:10]([O:9][C:7]([C:6]1[CH:5]=[C:4]([C:15]2[C:14]([C:17]([OH:19])=[O:18])=[CH:13][C:36]3[O:40][CH2:39][O:38][C:37]=3[CH:16]=2)[N:3]([CH3:23])[CH:2]=1)=[O:8])[CH3:11]. (4) Given the reactants [CH2:1]([P:3]([O-:9])[O:4][CH2:5][CH2:6][CH2:7][CH3:8])[CH3:2].N12CCCN=C1CCCCC2.Cl[CH2:22][CH:23]=[C:24]([CH3:26])[CH3:25], predict the reaction product. The product is: [CH2:1]([P:3]([CH2:22][CH:23]=[C:24]([CH3:26])[CH3:25])(=[O:9])[O:4][CH2:5][CH2:6][CH2:7][CH3:8])[CH3:2]. (5) Given the reactants [CH2:1]([C:5]1[CH:10]=[C:9]([C:11]2[O:15][N:14]=[C:13]([C:16]3[CH:21]=[CH:20][C:19]([CH2:22][C:23](O)=[O:24])=[CH:18][CH:17]=3)[N:12]=2)[CH:8]=[C:7]([CH3:26])[N:6]=1)[CH:2]([CH3:4])[CH3:3].Cl.[NH:28]1[CH2:32][CH2:31][CH:30]([C:33]([OH:35])=[O:34])[CH2:29]1, predict the reaction product. The product is: [CH2:1]([C:5]1[CH:10]=[C:9]([C:11]2[O:15][N:14]=[C:13]([C:16]3[CH:17]=[CH:18][C:19]([CH2:22][C:23]([N:28]4[CH2:32][CH2:31][CH:30]([C:33]([OH:35])=[O:34])[CH2:29]4)=[O:24])=[CH:20][CH:21]=3)[N:12]=2)[CH:8]=[C:7]([CH3:26])[N:6]=1)[CH:2]([CH3:4])[CH3:3]. (6) Given the reactants [F:1][C:2]1[CH:7]=[CH:6][CH:5]=[CH:4][C:3]=1[C:8]1[CH:26]=[CH:25][C:11]2[NH:12][C:13]([C:15]3[CH2:19][C:18]4([CH2:24][CH2:23][O:22][CH2:21][CH2:20]4)[O:17][N:16]=3)=[N:14][C:10]=2[CH:9]=1.[ClH:27], predict the reaction product. The product is: [ClH:27].[F:1][C:2]1[CH:7]=[CH:6][CH:5]=[CH:4][C:3]=1[C:8]1[CH:26]=[CH:25][C:11]2[NH:12][C:13]([C:15]3[CH2:19][C:18]4([CH2:20][CH2:21][O:22][CH2:23][CH2:24]4)[O:17][N:16]=3)=[N:14][C:10]=2[CH:9]=1. (7) Given the reactants [CH3:1][O:2][C:3]1[CH:8]=[C:7]([CH3:9])[C:6]([C:10]2[CH:15]=[CH:14][C:13]([O:16][CH3:17])=[CH:12][CH:11]=2)=[CH:5][N:4]=1.C1C(=O)N([Br:25])C(=O)C1, predict the reaction product. The product is: [Br:25][CH2:9][C:7]1[C:6]([C:10]2[CH:15]=[CH:14][C:13]([O:16][CH3:17])=[CH:12][CH:11]=2)=[CH:5][N:4]=[C:3]([O:2][CH3:1])[CH:8]=1.